This data is from Full USPTO retrosynthesis dataset with 1.9M reactions from patents (1976-2016). The task is: Predict the reactants needed to synthesize the given product. (1) Given the product [NH2:17][C:15]1[N:14]=[CH:13][N:12]=[C:11]2[N:10]([CH:18]([CH3:20])[CH3:19])[N:9]=[C:8]([C:4]3[CH:3]=[C:2]([NH:1][C:30](=[O:33])[CH:31]=[CH2:32])[CH:7]=[CH:6][CH:5]=3)[C:16]=12, predict the reactants needed to synthesize it. The reactants are: [NH2:1][C:2]1[CH:3]=[C:4]([C:8]2[C:16]3[C:11](=[N:12][CH:13]=[N:14][C:15]=3[NH2:17])[N:10]([CH:18]([CH3:20])[CH3:19])[N:9]=2)[CH:5]=[CH:6][CH:7]=1.C(N(C(C)C)CC)(C)C.[C:30](Cl)(=[O:33])[CH:31]=[CH2:32]. (2) Given the product [C:23]1([C:2]2[CH:3]=[C:4]([NH:14][C:15](=[O:22])[C:16]3[CH:21]=[CH:20][CH:19]=[N:18][CH:17]=3)[CH:5]=[N:6][C:7]=2[O:8][CH2:9][C:10]([F:13])([F:12])[F:11])[CH:28]=[CH:27][CH:26]=[CH:25][CH:24]=1, predict the reactants needed to synthesize it. The reactants are: Br[C:2]1[CH:3]=[C:4]([NH:14][C:15](=[O:22])[C:16]2[CH:21]=[CH:20][CH:19]=[N:18][CH:17]=2)[CH:5]=[N:6][C:7]=1[O:8][CH2:9][C:10]([F:13])([F:12])[F:11].[C:23]1(B(O)O)[CH:28]=[CH:27][CH:26]=[CH:25][CH:24]=1.